This data is from Full USPTO retrosynthesis dataset with 1.9M reactions from patents (1976-2016). The task is: Predict the reactants needed to synthesize the given product. Given the product [O:32]=[C:22]1[C:23](=[C:3]2[C:4]3[C:9](=[CH:8][CH:7]=[CH:6][CH:5]=3)[C:1](=[C:11]3[C:9]4[C:4](=[CH:5][CH:6]=[CH:7][CH:8]=4)[C:3](=[C:23]4[C:24](=[O:31])[C:25]5[C:30](=[CH:29][CH:28]=[CH:27][CH:26]=5)[NH:21][C:22]4=[O:32])[NH:12]3)[NH:2]2)[C:24](=[O:31])[C:25]2[C:30](=[CH:29][CH:28]=[CH:27][CH:26]=2)[NH:21]1, predict the reactants needed to synthesize it. The reactants are: [C:1]1(=[C:11]2C3C(=CC=CC=3)C(=N)[NH:12]2)[C:9]2[C:4](=[CH:5][CH:6]=[CH:7][CH:8]=2)[C:3](=N)[NH:2]1.[NH:21]1[C:30]2[C:25](=[CH:26][CH:27]=[CH:28][CH:29]=2)[C:24](=[O:31])[CH2:23][C:22]1=[O:32].